Task: Predict the reactants needed to synthesize the given product.. Dataset: Full USPTO retrosynthesis dataset with 1.9M reactions from patents (1976-2016) (1) Given the product [C:1]([O:5][C:6]([N:8]1[C:16]2[C:11](=[CH:12][C:13]([O:17][CH3:18])=[CH:14][CH:15]=2)[C:10]([CH:26]=[O:25])=[N:9]1)=[O:7])([CH3:3])([CH3:2])[CH3:4], predict the reactants needed to synthesize it. The reactants are: [C:1]([O:5][C:6]([N:8]1[C:16]2[C:11](=[CH:12][C:13]([O:17][CH3:18])=[CH:14][CH:15]=2)[C:10](C=CC(OC)=O)=[N:9]1)=[O:7])([CH3:4])([CH3:3])[CH3:2].[O:25]1CCC[CH2:26]1. (2) Given the product [CH2:7]([C@@:11]1([CH2:35][CH3:36])[NH:17][C@H:16]([C:18]2[CH:19]=[CH:20][CH:21]=[CH:22][CH:23]=2)[C:15]2[CH:24]=[C:25]([O:31][CH3:32])[C:26]([C:28]([NH:1][CH2:2][S:3]([OH:6])(=[O:5])=[O:4])=[O:29])=[CH:27][C:14]=2[S:13](=[O:33])(=[O:34])[CH2:12]1)[CH2:8][CH2:9][CH3:10], predict the reactants needed to synthesize it. The reactants are: [NH2:1][CH2:2][S:3]([OH:6])(=[O:5])=[O:4].[CH2:7]([C@@:11]1([CH2:35][CH3:36])[NH:17][C@H:16]([C:18]2[CH:23]=[CH:22][CH:21]=[CH:20][CH:19]=2)[C:15]2[CH:24]=[C:25]([O:31][CH3:32])[C:26]([C:28](O)=[O:29])=[CH:27][C:14]=2[S:13](=[O:34])(=[O:33])[CH2:12]1)[CH2:8][CH2:9][CH3:10]. (3) Given the product [F:12][C:10]1[CH:11]=[C:3]([CH:4]=[C:5]([CH2:6][O:8][C:17]2[CH:16]=[C:21]3[N:22]([CH3:28])[CH2:23][CH2:24][N:20]3[C:18](=[O:19])[N:13]=2)[CH:9]=1)[C:1]#[N:2], predict the reactants needed to synthesize it. The reactants are: [C:1]([C:3]1[CH:4]=[C:5]([CH:9]=[C:10]([F:12])[CH:11]=1)[C:6]([OH:8])=O)#[N:2].[N:13]1([C:18]([N:20]2[CH:24]=[CH:23][N:22]=[CH:21]2)=[O:19])[CH:17]=[CH:16]N=C1.[BH4-].[Na+].O1CCC[CH2:28]1. (4) Given the product [NH2:26][C:21]1[CH:22]=[CH:23][CH:24]=[CH:25][C:20]=1[NH:27][S:16]([C:4]1[CH:5]=[C:6]([S:9]([C:12]([F:15])([F:14])[F:13])(=[O:11])=[O:10])[CH:7]=[CH:8][C:3]=1[O:2][CH3:1])(=[O:18])=[O:17], predict the reactants needed to synthesize it. The reactants are: [CH3:1][O:2][C:3]1[CH:8]=[CH:7][C:6]([S:9]([C:12]([F:15])([F:14])[F:13])(=[O:11])=[O:10])=[CH:5][C:4]=1[S:16](Cl)(=[O:18])=[O:17].[C:20]1([NH2:27])[C:21]([NH2:26])=[CH:22][CH:23]=[CH:24][CH:25]=1.N1C=CC=CC=1. (5) Given the product [CH2:1]([O:8][C:9]1[CH:14]=[C:13]([O:15][CH2:16][C:17]2[CH:22]=[CH:21][CH:20]=[CH:19][CH:18]=2)[C:12]([CH:23]([CH3:25])[CH3:24])=[CH:11][C:10]=1[C:26]1[O:30][N:29]=[C:28]([C:31]([NH:33][CH2:34][CH3:35])=[O:32])[C:27]=1[C:42]1[O:46][N:45]=[C:44]([CH3:47])[CH:43]=1)[C:2]1[CH:7]=[CH:6][CH:5]=[CH:4][CH:3]=1, predict the reactants needed to synthesize it. The reactants are: [CH2:1]([O:8][C:9]1[CH:14]=[C:13]([O:15][CH2:16][C:17]2[CH:22]=[CH:21][CH:20]=[CH:19][CH:18]=2)[C:12]([CH:23]([CH3:25])[CH3:24])=[CH:11][C:10]=1[C:26]1[O:30][N:29]=[C:28]([C:31]([NH:33][CH2:34][CH3:35])=[O:32])[C:27]=1I)[C:2]1[CH:7]=[CH:6][CH:5]=[CH:4][CH:3]=1.C([Sn](CCCC)(CCCC)[C:42]1[O:46][N:45]=[C:44]([C:47](OCC)=O)[CH:43]=1)CCC. (6) The reactants are: Br[C:2]1[CH:3]=[C:4]2[C:31](=[CH:32][CH:33]=1)[O:30][CH2:29][C:25]1([CH2:28][O:27][CH2:26]1)[C:5]12[CH2:9][O:8][C:7]([N:10]([C:18]([O:20][C:21]([CH3:24])([CH3:23])[CH3:22])=[O:19])[C:11]([O:13][C:14]([CH3:17])([CH3:16])[CH3:15])=[O:12])=[N:6]1.[CH3:34][O:35][CH2:36][C:37]#[CH:38]. Given the product [CH3:34][O:35][CH2:36][C:37]#[C:38][C:2]1[CH:3]=[C:4]2[C:31](=[CH:32][CH:33]=1)[O:30][CH2:29][C:25]1([CH2:28][O:27][CH2:26]1)[C:5]12[CH2:9][O:8][C:7]([N:10]([C:18]([O:20][C:21]([CH3:23])([CH3:22])[CH3:24])=[O:19])[C:11]([O:13][C:14]([CH3:16])([CH3:15])[CH3:17])=[O:12])=[N:6]1, predict the reactants needed to synthesize it. (7) Given the product [CH3:16][C:7]1[N:8]([CH2:12][C:13]2[O:21][N:22]=[C:23]([C:25]3[CH:30]=[CH:29][CH:28]=[C:27]([C:31]([F:33])([F:32])[F:34])[CH:26]=3)[N:24]=2)[C:9]2[C:5]([CH:6]=1)=[C:4]([C:17]([F:19])([F:18])[F:20])[C:3]([C:1]#[N:2])=[CH:11][CH:10]=2, predict the reactants needed to synthesize it. The reactants are: [C:1]([C:3]1[C:4]([C:17]([F:20])([F:19])[F:18])=[C:5]2[C:9](=[CH:10][CH:11]=1)[N:8]([CH2:12][C:13](O)=O)[C:7]([CH3:16])=[CH:6]2)#[N:2].[OH:21][NH:22][C:23]([C:25]1[CH:30]=[CH:29][CH:28]=[C:27]([C:31]([F:34])([F:33])[F:32])[CH:26]=1)=[NH:24]. (8) Given the product [CH2:7]([O:8][C:12]1[C:21]([N+:22]([O-:24])=[O:23])=[CH:20][CH:19]=[CH:18][C:13]=1[C:14]([O:16][CH3:17])=[O:15])[C:1]1[CH:6]=[CH:5][CH:4]=[CH:3][CH:2]=1, predict the reactants needed to synthesize it. The reactants are: [C:1]1([CH2:7][OH:8])[CH:6]=[CH:5][CH:4]=[CH:3][CH:2]=1.[H-].[Na+].F[C:12]1[C:21]([N+:22]([O-:24])=[O:23])=[CH:20][CH:19]=[CH:18][C:13]=1[C:14]([O:16][CH3:17])=[O:15]. (9) Given the product [CH3:26][O:25][C:22]1[CH:23]=[C:24]2[C:19](=[CH:20][C:21]=1[O:27][CH3:28])[N:18]=[CH:17][CH:16]=[C:15]2[O:13][C:12]1[C:3]([CH2:1][CH3:2])=[N:4][C:5]2[C:10]([CH:11]=1)=[CH:9][N:8]=[CH:7][CH:6]=2, predict the reactants needed to synthesize it. The reactants are: [CH2:1]([C:3]1[C:12]([OH:13])=[CH:11][C:10]2[C:5](=[CH:6][CH:7]=[N:8][CH:9]=2)[N:4]=1)[CH3:2].Cl[C:15]1[C:24]2[C:19](=[CH:20][C:21]([O:27][CH3:28])=[C:22]([O:25][CH3:26])[CH:23]=2)[N:18]=[CH:17][CH:16]=1.O. (10) Given the product [CH3:14][O:13][C:10]1[CH:9]=[C:8]([NH2:15])[C:7]([CH:6]2[CH2:5][CH2:4][CH2:3][CH2:2][O:1]2)=[CH:12][N:11]=1, predict the reactants needed to synthesize it. The reactants are: [O:1]1[C:6]([C:7]2[C:8]([NH2:15])=[CH:9][C:10]([O:13][CH3:14])=[N:11][CH:12]=2)=[CH:5][CH2:4][CH2:3][CH2:2]1.